This data is from Reaction yield outcomes from USPTO patents with 853,638 reactions. The task is: Predict the reaction yield, written as a fraction of the theoretical maximum amount of product (1.0 means a 100% yield; for example, 0.34 means a 34% yield). (1) The yield is 0.890. The reactants are CN(C=O)C.B.[Na].O.S(=O)(=O)(O)O.[CH:14]12[CH2:20][CH:17]([CH:18]=[CH:19]1)[CH:16]1[C:21]([O:23][C:24](=O)[CH:15]21)=[O:22]. The catalyst is [Cl-].[Na+].O. The product is [C:17]12[CH2:20][CH:14]([CH2:19][CH2:18]1)[CH:15]1[C:16]=2[C:21](=[O:22])[O:23][CH2:24]1. (2) The reactants are [NH2:1][C:2]1[CH:11]=[CH:10][CH:9]=[C:8]2[C:3]=1[CH:4]=[C:5]([C:12]([O:14][CH3:15])=[O:13])[N:6]=[CH:7]2.C1(C)C=CC=CC=1.[Cl:23][C:24]1[CH:29]=[C:28]([Cl:30])[CH:27]=[CH:26][C:25]=1[CH2:31][N:32]=[C:33]=[O:34]. The catalyst is C1COCC1. The product is [Cl:23][C:24]1[CH:29]=[C:28]([Cl:30])[CH:27]=[CH:26][C:25]=1[CH2:31][NH:32][C:33]([NH:1][C:2]1[CH:11]=[CH:10][CH:9]=[C:8]2[C:3]=1[CH:4]=[C:5]([C:12]([O:14][CH3:15])=[O:13])[N:6]=[CH:7]2)=[O:34]. The yield is 0.730. (3) The reactants are [CH3:1][C:2]1[CH:11]=[CH:10][C:9]2[C:4](=[CH:5][CH:6]=[CH:7][C:8]=2[N:12]2[CH2:17][CH2:16][N:15]([CH2:18][CH2:19][C:20]3[CH:21]=[C:22]([CH:24]=[CH:25][CH:26]=3)[NH2:23])[CH2:14][CH2:13]2)[N:3]=1.[S:27]1[CH:31]=[C:30]([C:32](O)=[O:33])[N:29]=[N:28]1. No catalyst specified. The product is [CH3:1][C:2]1[CH:11]=[CH:10][C:9]2[C:4](=[CH:5][CH:6]=[CH:7][C:8]=2[N:12]2[CH2:13][CH2:14][N:15]([CH2:18][CH2:19][C:20]3[CH:21]=[C:22]([NH:23][C:32]([C:30]4[N:29]=[N:28][S:27][CH:31]=4)=[O:33])[CH:24]=[CH:25][CH:26]=3)[CH2:16][CH2:17]2)[N:3]=1. The yield is 0.750. (4) The reactants are [OH:1][C:2]1[CH:21]=[CH:20][C:5]([CH2:6][CH:7]2[CH2:12][CH2:11][N:10]([C:13]([O:15][C:16]([CH3:19])([CH3:18])[CH3:17])=[O:14])[CH2:9][CH2:8]2)=[CH:4][CH:3]=1.C(=O)([O-])[O-].[K+].[K+].CN(C)C=O.[F:33][C:34]([F:44])([F:43])[C:35]1[CH:42]=[CH:41][C:38]([CH2:39]Br)=[CH:37][CH:36]=1. The catalyst is O. The product is [C:16]([O:15][C:13]([N:10]1[CH2:9][CH2:8][CH:7]([CH2:6][C:5]2[CH:20]=[CH:21][C:2]([O:1][CH2:39][C:38]3[CH:37]=[CH:36][C:35]([C:34]([F:33])([F:43])[F:44])=[CH:42][CH:41]=3)=[CH:3][CH:4]=2)[CH2:12][CH2:11]1)=[O:14])([CH3:17])([CH3:18])[CH3:19]. The yield is 0.960. (5) The reactants are S(=O)(=O)(O)O.[F:6][C:7]1[N:12]=[C:11]([C:13]#[N:14])[C:10]([OH:15])=[N:9][CH:8]=1.[OH-:16].[Na+]. The catalyst is O. The product is [F:6][C:7]1[N:12]=[C:11]([C:13]([NH2:14])=[O:16])[C:10]([OH:15])=[N:9][CH:8]=1. The yield is 0.923. (6) The reactants are [CH3:1][C:2]1[N:7]=[C:6]([C:8]2[N:13]=[CH:12][C:11]3[CH:14]=[N:15][NH:16][C:10]=3[CH:9]=2)[CH:5]=[N:4][CH:3]=1.Br[C:18]1[N:23]=[C:22]([F:24])[C:21]([Cl:25])=[CH:20][CH:19]=1.C(=O)([O-])[O-].[Cs+].[Cs+].CC1(C)C2C(=C(P(C3C=CC=CC=3)C3C=CC=CC=3)C=CC=2)OC2C(P(C3C=CC=CC=3)C3C=CC=CC=3)=CC=CC1=2. The catalyst is O1CCOCC1.C1C=CC(/C=C/C(/C=C/C2C=CC=CC=2)=O)=CC=1.C1C=CC(/C=C/C(/C=C/C2C=CC=CC=2)=O)=CC=1.C1C=CC(/C=C/C(/C=C/C2C=CC=CC=2)=O)=CC=1.[Pd].[Pd]. The product is [Cl:25][C:21]1[CH:20]=[CH:19][C:18]([N:16]2[C:10]3[CH:9]=[C:8]([C:6]4[CH:5]=[N:4][CH:3]=[C:2]([CH3:1])[N:7]=4)[N:13]=[CH:12][C:11]=3[CH:14]=[N:15]2)=[N:23][C:22]=1[F:24]. The yield is 0.480. (7) The reactants are [N:1]1([CH2:7][CH2:8][OH:9])[CH2:6][CH2:5][NH:4][CH2:3][CH2:2]1.N1C=CC=CC=1.[C:16]([Si:20](Cl)([C:27]1[CH:32]=[CH:31][CH:30]=[CH:29][CH:28]=1)[C:21]1[CH:26]=[CH:25][CH:24]=[CH:23][CH:22]=1)([CH3:19])([CH3:18])[CH3:17]. The catalyst is C(Cl)Cl.CN(C1C=CN=CC=1)C. The product is [Si:20]([O:9][CH2:8][CH2:7][N:1]1[CH2:6][CH2:5][NH:4][CH2:3][CH2:2]1)([C:16]([CH3:19])([CH3:18])[CH3:17])([C:27]1[CH:28]=[CH:29][CH:30]=[CH:31][CH:32]=1)[C:21]1[CH:26]=[CH:25][CH:24]=[CH:23][CH:22]=1. The yield is 0.960. (8) The reactants are [NH2:1][C:2]1[CH:3]=[C:4]([C:23]2[CH:28]=[CH:27][C:26]([F:29])=[C:25]([F:30])[CH:24]=2)[CH:5]=[CH:6][C:7]=1[C:8]([NH:10][C@H:11]([C:19]([O:21][CH3:22])=[O:20])[C@@H:12]([CH3:18])[O:13][C:14]([CH3:17])([CH3:16])[CH3:15])=[O:9].[Br:31][C:32]1[CH:33]=[C:34]([CH3:42])[C:35]([N:39]=[C:40]=[O:41])=[C:36]([CH3:38])[CH:37]=1.CCCCCC.C(OCC)(=O)C. The catalyst is N1C=CC=CC=1. The product is [Br:31][C:32]1[CH:37]=[C:36]([CH3:38])[C:35]([NH:39][C:40]([NH:1][C:2]2[CH:3]=[C:4]([C:23]3[CH:28]=[CH:27][C:26]([F:29])=[C:25]([F:30])[CH:24]=3)[CH:5]=[CH:6][C:7]=2[C:8]([NH:10][C@H:11]([C:19]([O:21][CH3:22])=[O:20])[C@@H:12]([CH3:18])[O:13][C:14]([CH3:17])([CH3:16])[CH3:15])=[O:9])=[O:41])=[C:34]([CH3:42])[CH:33]=1. The yield is 0.990. (9) The reactants are [CH2:1]([O:8][C:9]1[CH:31]=[CH:30][C:29]([C:32](=O)[CH2:33]Br)=[CH:28][C:10]=1[C:11]([NH:13][C:14]1[CH:19]=[C:18]([C:20]([F:23])([F:22])[F:21])[CH:17]=[C:16]([C:24]([F:27])([F:26])[F:25])[CH:15]=1)=[O:12])[C:2]1[CH:7]=[CH:6][CH:5]=[CH:4][CH:3]=1.[C:36]([NH2:39])(=[S:38])[CH3:37].C(=O)([O-])O.[Na+].C(O)C. The catalyst is O. The product is [CH2:1]([O:8][C:9]1[CH:31]=[CH:30][C:29]([C:32]2[N:39]=[C:36]([CH3:37])[S:38][CH:33]=2)=[CH:28][C:10]=1[C:11]([NH:13][C:14]1[CH:19]=[C:18]([C:20]([F:22])([F:23])[F:21])[CH:17]=[C:16]([C:24]([F:27])([F:25])[F:26])[CH:15]=1)=[O:12])[C:2]1[CH:7]=[CH:6][CH:5]=[CH:4][CH:3]=1. The yield is 0.675. (10) The reactants are [N:1]([CH:4]([C:12]1[CH:17]=[CH:16][CH:15]=[C:14]([Cl:18])[C:13]=1[Cl:19])[CH2:5][C:6]1[CH:11]=[CH:10][N:9]=[CH:8][CH:7]=1)=[N+]=[N-].ClC1C(Cl)=CC=CC=1C=CC1C=CN=CC=1.C1(P(C2C=CC=CC=2)C2C=CC=CC=2)C=CC=CC=1.[OH-].[K+].Cl. The catalyst is C1COCC1.O. The product is [Cl:19][C:13]1[C:14]([Cl:18])=[CH:15][CH:16]=[CH:17][C:12]=1[CH:4]([NH2:1])[CH2:5][C:6]1[CH:7]=[CH:8][N:9]=[CH:10][CH:11]=1. The yield is 0.600.